The task is: Predict the reaction yield, written as a fraction of the theoretical maximum amount of product (1.0 means a 100% yield; for example, 0.34 means a 34% yield).. This data is from Reaction yield outcomes from USPTO patents with 853,638 reactions. (1) The reactants are [Cl:1][C:2]1[CH:10]=[C:6]([C:7]([OH:9])=O)[C:5]([OH:11])=[CH:4][CH:3]=1.[CH3:12][C:13]([C:16]1[CH:22]=[CH:21][C:20]([C:23]([CH3:26])([CH3:25])[CH3:24])=[CH:19][C:17]=1[NH2:18])([CH3:15])[CH3:14]. No catalyst specified. The product is [CH3:15][C:13]([C:16]1[CH:22]=[CH:21][C:20]([C:23]([CH3:26])([CH3:25])[CH3:24])=[CH:19][C:17]=1[NH:18][C:7](=[O:9])[C:6]1[CH:10]=[C:2]([Cl:1])[CH:3]=[CH:4][C:5]=1[OH:11])([CH3:12])[CH3:14]. The yield is 0.757. (2) The reactants are [Cl:1][C:2]1[CH:3]=[C:4]([CH:6]=[CH:7][CH:8]=1)[NH2:5].[CH3:9][C:10]([CH:12]1[CH2:14][CH2:13]1)=O.C(O[BH-](OC(=O)C)OC(=O)C)(=O)C.[Na+].C(O)(=O)C.C(=O)(O)[O-].[Na+]. The catalyst is ClCCCl.ClCCl. The product is [Cl:1][C:2]1[CH:3]=[C:4]([NH:5][CH:10]([CH:12]2[CH2:14][CH2:13]2)[CH3:9])[CH:6]=[CH:7][CH:8]=1. The yield is 0.0450. (3) The product is [Cl:28][C:9]1[CH:8]=[C:7]([N:6]=[C:29]=[S:30])[CH:12]=[C:11]([C:13]([F:14])([F:15])[F:16])[C:10]=1[C:17]1[CH:27]=[CH:26][C:20]2[O:21][CH2:22][C:23](=[O:25])[NH:24][C:19]=2[CH:18]=1. The catalyst is ClCCl.O. The reactants are C(=O)([O-])[O-].[Ca+2].[NH2:6][C:7]1[CH:12]=[C:11]([C:13]([F:16])([F:15])[F:14])[C:10]([C:17]2[CH:27]=[CH:26][C:20]3[O:21][CH2:22][C:23](=[O:25])[NH:24][C:19]=3[CH:18]=2)=[C:9]([Cl:28])[CH:8]=1.[C:29](Cl)(Cl)=[S:30].Cl. The yield is 0.760. (4) The reactants are [CH2:1]([O:8][C:9]1[CH:10]=[CH:11][C:12]([OH:17])=[C:13]([CH:16]=1)[CH:14]=[O:15])[C:2]1[CH:7]=[CH:6][CH:5]=[CH:4][CH:3]=1.Br[C:19]([CH3:26])([CH3:25])[C:20]([O:22][CH2:23][CH3:24])=[O:21].C(=O)([O-])[O-].[Cs+].[Cs+]. The catalyst is CN(C=O)C. The product is [CH2:23]([O:22][C:20](=[O:21])[C:19]([O:17][C:12]1[CH:11]=[CH:10][C:9]([O:8][CH2:1][C:2]2[CH:3]=[CH:4][CH:5]=[CH:6][CH:7]=2)=[CH:16][C:13]=1[CH:14]=[O:15])([CH3:26])[CH3:25])[CH3:24]. The yield is 0.890. (5) The reactants are [CH3:1][NH:2][CH2:3][C@H:4]1[CH2:9][CH2:8][C@H:7]([CH2:10][CH2:11][OH:12])[CH2:6][CH2:5]1.Cl[C:14]([O:16][C:17]1[CH:22]=[CH:21][C:20]([Cl:23])=[CH:19][CH:18]=1)=[O:15]. The product is [Cl:23][C:20]1[CH:21]=[CH:22][C:17]([O:16][C:14](=[O:15])[N:2]([CH2:3][C@H:4]2[CH2:9][CH2:8][C@H:7]([CH2:10][CH2:11][OH:12])[CH2:6][CH2:5]2)[CH3:1])=[CH:18][CH:19]=1. The yield is 0.550. No catalyst specified. (6) The reactants are Br[C:2]1[CH:7]=[CH:6][C:5]([Cl:8])=[CH:4][C:3]=1[C:9]([F:12])([F:11])[F:10].[NH:13]1[CH2:17][CH2:16][C@H:15]([OH:18])[CH2:14]1.C1(P(C2C=CC=CC=2)C2C=CC3C(=CC=CC=3)C=2C2C3C(=CC=CC=3)C=CC=2P(C2C=CC=CC=2)C2C=CC=CC=2)C=CC=CC=1.C(=O)([O-])[O-].[Cs+].[Cs+]. The catalyst is C1(C)C=CC=CC=1.C([O-])(=O)C.[Pd+2].C([O-])(=O)C.O. The product is [Cl:8][C:5]1[CH:6]=[CH:7][C:2]([N:13]2[CH2:17][CH2:16][C@H:15]([OH:18])[CH2:14]2)=[C:3]([C:9]([F:12])([F:11])[F:10])[CH:4]=1. The yield is 0.810. (7) The reactants are [CH2:1]([O:8][C:9]1[CH:14]=[CH:13][C:12](Br)=[CH:11][N:10]=1)[C:2]1[CH:7]=[CH:6][CH:5]=[CH:4][CH:3]=1.C([Li])CCC.CN(C)[CH:23]=[O:24].O. The product is [CH2:1]([O:8][C:9]1[N:10]=[CH:11][C:12]([CH:23]=[O:24])=[CH:13][CH:14]=1)[C:2]1[CH:7]=[CH:6][CH:5]=[CH:4][CH:3]=1. The catalyst is C(OCC)C.C(OCC)(=O)C. The yield is 0.860. (8) The reactants are [C:1]1([C:7]2([CH3:17])[C:12](=N)[N:11]([CH3:14])[C:10](=[O:15])[NH:9][C:8]2=[O:16])[CH2:6][CH2:5][CH2:4][CH2:3][CH:2]=1.C1(C2(C)C(=N)NC(=[O:31])N(C)C2=O)CCCCC=1.Cl.O.CCO. The catalyst is O. The product is [C:1]1([C:7]2([CH3:17])[C:12](=[O:31])[N:11]([CH3:14])[C:10](=[O:15])[NH:9][C:8]2=[O:16])[CH2:6][CH2:5][CH2:4][CH2:3][CH:2]=1. The yield is 0.910. (9) The reactants are [N+:1]([C:4]1[CH:5]=[C:6]([CH:11]=[CH:12][CH:13]=1)[C:7]([O:9][CH3:10])=[O:8])([O-:3])=[O:2].[Br:14]N1C(=O)NC(=O)N(Br)C1=O. The catalyst is S(=O)(=O)(O)O. The product is [Br:14][C:12]1[CH:11]=[C:6]([CH:5]=[C:4]([N+:1]([O-:3])=[O:2])[CH:13]=1)[C:7]([O:9][CH3:10])=[O:8]. The yield is 0.860.